Predict the reaction yield, written as a fraction of the theoretical maximum amount of product (1.0 means a 100% yield; for example, 0.34 means a 34% yield). From a dataset of Reaction yield outcomes from USPTO patents with 853,638 reactions. (1) The reactants are [CH3:1][C:2]1[C:6]([C:7]2[N:8]([C:22]3[CH:27]=[CH:26][C:25]([O:28]C)=[CH:24][CH:23]=3)[C:9]3[C:14]([C:15]=2[C:16](=[O:21])[C:17]([F:20])([F:19])[F:18])=[CH:13][CH:12]=[CH:11][CH:10]=3)=[C:5]([CH3:30])[O:4][N:3]=1.B(Br)(Br)Br.O.O1CCOCC1. The catalyst is C(Cl)Cl. The product is [CH3:1][C:2]1[C:6]([C:7]2[N:8]([C:22]3[CH:23]=[CH:24][C:25]([OH:28])=[CH:26][CH:27]=3)[C:9]3[C:14]([C:15]=2[C:16](=[O:21])[C:17]([F:20])([F:18])[F:19])=[CH:13][CH:12]=[CH:11][CH:10]=3)=[C:5]([CH3:30])[O:4][N:3]=1. The yield is 0.460. (2) The reactants are [CH3:1][C:2]1([CH3:32])[CH2:7][C:6](=O)[CH2:5][C:4](C)([CH3:9])[P:3]1[C:11]1[CH:16]=[CH:15][CH:14]=[CH:13][C:12]=1[C:17]1[C:22]([CH:23]([CH3:25])[CH3:24])=[CH:21][C:20]([CH:26]([CH3:28])[CH3:27])=[CH:19][C:18]=1[CH:29]([CH3:31])[CH3:30].B(F)(F)F.CC[O:39][CH2:40][CH3:41].P.C[Si](C=[N+]=[N-])(C)C. The catalyst is Cl. The product is [CH3:9][C:4]1([CH3:5])[CH2:41][C:40](=[O:39])[CH2:6][CH2:7][C:2]([CH3:32])([CH3:1])[P:3]1[C:11]1[CH:16]=[CH:15][CH:14]=[CH:13][C:12]=1[C:17]1[C:18]([CH:29]([CH3:31])[CH3:30])=[CH:19][C:20]([CH:26]([CH3:28])[CH3:27])=[CH:21][C:22]=1[CH:23]([CH3:25])[CH3:24]. The yield is 0.630. (3) The reactants are [CH:1]1([NH:4][C:5]([CH:7]2[CH2:12][CH2:11][N:10]([C:13]([O:15][C:16]([CH3:19])([CH3:18])[CH3:17])=[O:14])[CH2:9][CH2:8]2)=O)[CH2:3][CH2:2]1.C1(P(C2C=CC=CC=2)C2C=CC=CC=2)C=CC=CC=1.CC(OC(/N=N/C(OC(C)C)=O)=O)C.C[Si]([N:57]=[N+:58]=[N-:59])(C)C. The catalyst is C1COCC1. The product is [CH:1]1([N:4]2[C:5]([CH:7]3[CH2:12][CH2:11][N:10]([C:13]([O:15][C:16]([CH3:19])([CH3:18])[CH3:17])=[O:14])[CH2:9][CH2:8]3)=[N:59][N:58]=[N:57]2)[CH2:3][CH2:2]1. The yield is 0.240. (4) The reactants are N(OC(C)(C)C)=O.[CH2:8]([O:10][C:11]([C:13]1[CH:14]=[N:15][N:16]([CH:19]2[CH2:24][CH2:23][CH2:22][CH2:21][CH2:20]2)[C:17]=1N)=[O:12])[CH3:9].[ClH:25]. The catalyst is C(#N)C.[Cu]Cl. The product is [CH2:8]([O:10][C:11]([C:13]1[CH:14]=[N:15][N:16]([CH:19]2[CH2:24][CH2:23][CH2:22][CH2:21][CH2:20]2)[C:17]=1[Cl:25])=[O:12])[CH3:9]. The yield is 0.420. (5) The yield is 0.460. The reactants are [CH:1]([O:4][C:5]([N:7]1[CH2:12][CH2:11][CH:10]([O:13][C:14]2[C:19]([CH3:20])=[C:18]([O:21][C:22]3[CH:27]=[CH:26][C:25](Br)=[CH:24][C:23]=3[F:29])[N:17]=[CH:16][N:15]=2)[CH2:9][CH2:8]1)=[O:6])([CH3:3])[CH3:2].[NH:30]1[CH2:35][CH2:34][O:33][CH2:32][CH2:31]1.CC(C)([O-])C.[Na+]. The catalyst is O1CCOCC1.C([O-])(=O)C.[Pd+2].C([O-])(=O)C.C1(C2C=CC=CC=2)C=CC=CC=1P(C(C)(C)C)C(C)(C)C. The product is [CH:1]([O:4][C:5]([N:7]1[CH2:12][CH2:11][CH:10]([O:13][C:14]2[C:19]([CH3:20])=[C:18]([O:21][C:22]3[CH:27]=[CH:26][C:25]([N:30]4[CH2:35][CH2:34][O:33][CH2:32][CH2:31]4)=[CH:24][C:23]=3[F:29])[N:17]=[CH:16][N:15]=2)[CH2:9][CH2:8]1)=[O:6])([CH3:3])[CH3:2]. (6) The reactants are [CH2:1]([OH:6])[CH2:2][CH2:3][CH:4]=[CH2:5].[CH2:7]=[CH:8][CH2:9][CH2:10][CH2:11][CH2:12][CH2:13][CH2:14][CH2:15][CH2:16]CC. The catalyst is C1COCC1. The product is [CH2:1]([OH:6])[CH2:2][CH2:3]/[CH:4]=[CH:5]\[CH2:7][CH2:8][CH2:9][CH2:10][CH2:11][CH2:12][CH2:13][CH2:14][CH2:15][CH3:16]. The yield is 0.620. (7) The reactants are [O:1]1[CH:4]([CH3:5])[C:2]1([CH3:6])[CH3:3].[CH2:7]([NH2:9])[CH3:8]. The catalyst is O.CO. The product is [CH2:7]([NH:9][CH:4]([CH3:5])[C:2]([CH3:6])([OH:1])[CH3:3])[CH3:8]. The yield is 0.880. (8) The reactants are [C:1]([OH:8])(=[O:7])/[CH:2]=[CH:3]/[C:4]([OH:6])=[O:5].[C:9](OC=C)(=O)[CH3:10].[C:15]1(C)C=CC(S(O)(=O)=O)=C[CH:16]=1. The catalyst is C1(C)C=CC=CC=1. The product is [C:1]([O:8][CH:15]=[CH2:16])(=[O:7])/[CH:2]=[CH:3]/[C:4]([O:6][CH:9]=[CH2:10])=[O:5]. The yield is 0.0900.